From a dataset of Catalyst prediction with 721,799 reactions and 888 catalyst types from USPTO. Predict which catalyst facilitates the given reaction. (1) Reactant: [Br:1][C:2]1[CH:7]=[CH:6][CH:5]=[C:4]([CH2:8][CH2:9][CH2:10]Br)[CH:3]=1.[NH:12]1[CH2:16][CH2:15][CH2:14][CH2:13]1.C(=O)([O-])[O-].[Cs+].[Cs+]. Product: [Br:1][C:2]1[CH:3]=[C:4]([CH2:8][CH2:9][CH2:10][N:12]2[CH2:16][CH2:15][CH2:14][CH2:13]2)[CH:5]=[CH:6][CH:7]=1. The catalyst class is: 38. (2) Reactant: [Cl:1][C:2]1[C:7]([N:8]([CH2:15][C:16]2[CH:21]=[CH:20][C:19]([O:22][CH3:23])=[CH:18][CH:17]=2)[S:9]([CH2:12][CH2:13][CH3:14])(=[O:11])=[O:10])=[CH:6][CH:5]=[C:4]([F:24])[C:3]=1[NH:25][C:26](=[O:36])[C:27]1[CH:32]=[CH:31][N:30]=[C:29]([C:33]#[N:34])[C:28]=1F.C(O)(=O)C.[CH:41](N)=[NH:42].C[N:45](C)C(=O)C. Product: [NH2:45][C:33]1[C:29]2[N:30]=[CH:31][CH:32]=[C:27]([C:26]([NH:25][C:3]3[C:4]([F:24])=[CH:5][CH:6]=[C:7]([N:8]([CH2:15][C:16]4[CH:17]=[CH:18][C:19]([O:22][CH3:23])=[CH:20][CH:21]=4)[S:9]([CH2:12][CH2:13][CH3:14])(=[O:10])=[O:11])[C:2]=3[Cl:1])=[O:36])[C:28]=2[N:42]=[CH:41][N:34]=1. The catalyst class is: 238. (3) Reactant: [C:1]([C:3]1[CH:8]=[C:7]([CH2:9][N:10]2[CH2:13][C:12]3([CH2:17][C:16]([N:18]4[CH2:23][CH2:22][C:21]([CH3:29])([C:24]([O:26]CC)=[O:25])[CH2:20][CH2:19]4)=[N:15][O:14]3)[CH2:11]2)[CH:6]=[C:5]([O:30][CH2:31][CH3:32])[C:4]=1[C:33]1[CH:38]=[CH:37][C:36]([F:39])=[CH:35][CH:34]=1)#[N:2].[OH-].[Na+].CO.Cl. Product: [C:1]([C:3]1[CH:8]=[C:7]([CH2:9][N:10]2[CH2:11][C:12]3([CH2:17][C:16]([N:18]4[CH2:19][CH2:20][C:21]([CH3:29])([C:24]([OH:26])=[O:25])[CH2:22][CH2:23]4)=[N:15][O:14]3)[CH2:13]2)[CH:6]=[C:5]([O:30][CH2:31][CH3:32])[C:4]=1[C:33]1[CH:34]=[CH:35][C:36]([F:39])=[CH:37][CH:38]=1)#[N:2]. The catalyst class is: 1.